This data is from Peptide-MHC class I binding affinity with 185,985 pairs from IEDB/IMGT. The task is: Regression. Given a peptide amino acid sequence and an MHC pseudo amino acid sequence, predict their binding affinity value. This is MHC class I binding data. (1) The peptide sequence is RVRELAVAL. The MHC is HLA-B15:03 with pseudo-sequence HLA-B15:03. The binding affinity (normalized) is 0.223. (2) The MHC is HLA-A24:02 with pseudo-sequence HLA-A24:02. The peptide sequence is AFHHRAREL. The binding affinity (normalized) is 0.0538. (3) The peptide sequence is ALKGTNESL. The MHC is HLA-A02:03 with pseudo-sequence HLA-A02:03. The binding affinity (normalized) is 0.644. (4) The peptide sequence is KRSQDSPLK. The MHC is HLA-A31:01 with pseudo-sequence HLA-A31:01. The binding affinity (normalized) is 0.0847. (5) The peptide sequence is VELGSGNSF. The MHC is HLA-B07:02 with pseudo-sequence HLA-B07:02. The binding affinity (normalized) is 0.0847. (6) The peptide sequence is KQIVQRHL. The MHC is Mamu-B08 with pseudo-sequence Mamu-B08. The binding affinity (normalized) is 0.421. (7) The peptide sequence is RWRVYLRRK. The MHC is HLA-B15:01 with pseudo-sequence HLA-B15:01. The binding affinity (normalized) is 0.0847. (8) The peptide sequence is FLLSLGIHL. The MHC is HLA-A02:02 with pseudo-sequence HLA-A02:02. The binding affinity (normalized) is 0.771.